From a dataset of Full USPTO retrosynthesis dataset with 1.9M reactions from patents (1976-2016). Predict the reactants needed to synthesize the given product. (1) Given the product [CH3:1][O:2][C:3]1[CH:4]=[C:5]2[C:10](=[CH:11][C:12]=1[O:13][CH3:14])[N:9]=[CH:8][CH:7]=[C:6]2[O:15][C:16]1[CH:22]=[CH:21][C:19]([NH:20][C:36]([NH:51][CH:49]([C:45]2[S:44][CH:48]=[CH:47][N:46]=2)[CH3:50])=[O:42])=[CH:18][C:17]=1[O:23][CH3:24], predict the reactants needed to synthesize it. The reactants are: [CH3:1][O:2][C:3]1[CH:4]=[C:5]2[C:10](=[CH:11][C:12]=1[O:13][CH3:14])[N:9]=[CH:8][CH:7]=[C:6]2[O:15][C:16]1[CH:22]=[CH:21][C:19]([NH2:20])=[CH:18][C:17]=1[O:23][CH3:24].C(N(CC)CC)C.ClC(Cl)(O[C:36](=[O:42])OC(Cl)(Cl)Cl)Cl.[S:44]1[CH:48]=[CH:47][N:46]=[C:45]1[CH:49]([NH2:51])[CH3:50]. (2) Given the product [C:13]([C:12]1[C:2]([N:19]2[CH2:23][CH2:22][CH:21]([CH2:24][C:25]([OH:27])=[O:26])[CH2:20]2)=[N:3][C:4]([C:15]([F:18])([F:17])[F:16])=[C:5]([C:6]([O:8][CH2:9][CH3:10])=[O:7])[CH:11]=1)#[N:14], predict the reactants needed to synthesize it. The reactants are: Cl[C:2]1[C:12]([C:13]#[N:14])=[CH:11][C:5]([C:6]([O:8][CH2:9][CH3:10])=[O:7])=[C:4]([C:15]([F:18])([F:17])[F:16])[N:3]=1.[NH:19]1[CH2:23][CH2:22][CH:21]([CH2:24][C:25]([OH:27])=[O:26])[CH2:20]1. (3) Given the product [OH:20][C:17]([CH3:19])([CH3:18])[CH:15]([NH:14][C:12]([C:9]1[N:8]=[C:7]2[C:2]([C:24]3[CH:23]=[C:22]([F:21])[C:27]([F:28])=[C:26]([F:29])[CH:25]=3)=[CH:3][N:4]=[CH:5][C:6]2=[N:11][CH:10]=1)=[O:13])[CH3:16], predict the reactants needed to synthesize it. The reactants are: Br[C:2]1[C:7]2=[N:8][C:9]([C:12]([NH:14][CH:15]([C:17]([OH:20])([CH3:19])[CH3:18])[CH3:16])=[O:13])=[CH:10][N:11]=[C:6]2[CH:5]=[N:4][CH:3]=1.[F:21][C:22]1[CH:23]=[C:24](B(O)O)[CH:25]=[C:26]([F:29])[C:27]=1[F:28].C(=O)([O-])[O-].[Cs+].[Cs+].O1CCOCC1. (4) Given the product [CH2:1]([O:3][C:4](=[O:19])[NH:5][C:6]1[C:11]([O:12][C:13]([F:16])([F:15])[F:14])=[CH:10][CH:9]=[C:8]([F:17])[C:7]=1[C:25]#[C:24][Si:20]([CH3:23])([CH3:22])[CH3:21])[CH3:2], predict the reactants needed to synthesize it. The reactants are: [CH2:1]([O:3][C:4](=[O:19])[NH:5][C:6]1[C:11]([O:12][C:13]([F:16])([F:15])[F:14])=[CH:10][CH:9]=[C:8]([F:17])[C:7]=1I)[CH3:2].[Si:20]([C:24]#[CH:25])([CH3:23])([CH3:22])[CH3:21].[Cl-]. (5) Given the product [NH2:1][C:4]1([CH3:20])[CH2:8][CH2:7][CH2:6][CH:5]1[NH:9][S:10]([C:13]1[CH:14]=[CH:15][C:16]([CH3:19])=[CH:17][CH:18]=1)(=[O:12])=[O:11], predict the reactants needed to synthesize it. The reactants are: [N:1]([C:4]1([CH3:20])[CH2:8][CH2:7][CH2:6][CH:5]1[NH:9][S:10]([C:13]1[CH:18]=[CH:17][C:16]([CH3:19])=[CH:15][CH:14]=1)(=[O:12])=[O:11])=[N+]=[N-].[H][H]. (6) The reactants are: [F:1][C:2]([F:15])([F:14])[CH2:3][CH2:4][C:5]([N:11]=[C:12]=[O:13])(OC)[C:6]([OH:8])=O.CN([C:19]([O:23]N1N=NC2C=CC=NC1=2)=[N+](C)C)C.F[P-](F)(F)(F)(F)F.[C:40]([O:44][C:45]([N:47]1[CH2:51][CH2:50][CH2:49][CH:48]1[C:52]1[NH:53][C:54]([C:57]2[CH:62]=[CH:61][C:60]([C:63]3[CH:68]=[CH:67][C:66]([C:69]4[NH:70][C:71]([CH:74]5[CH2:78][CH2:77][CH2:76][NH:75]5)=[N:72][CH:73]=4)=[CH:65][CH:64]=3)=[CH:59][CH:58]=2)=[CH:55][N:56]=1)=[O:46])([CH3:43])([CH3:42])[CH3:41].C(N(C(C)C)CC)(C)C. Given the product [C:40]([O:44][C:45]([N:47]1[CH2:51][CH2:50][CH2:49][CH:48]1[C:52]1[NH:53][C:54]([C:57]2[CH:58]=[CH:59][C:60]([C:63]3[CH:68]=[CH:67][C:66]([C:69]4[NH:70][C:71]([CH:74]5[CH2:78][CH2:77][CH2:76][N:75]5[C:6](=[O:8])[CH:5]([NH:11][C:12]([O:23][CH3:19])=[O:13])[CH2:4][CH2:3][C:2]([F:1])([F:14])[F:15])=[N:72][CH:73]=4)=[CH:65][CH:64]=3)=[CH:61][CH:62]=2)=[CH:55][N:56]=1)=[O:46])([CH3:43])([CH3:41])[CH3:42], predict the reactants needed to synthesize it. (7) Given the product [C:46]([O:42][C:41](=[O:44])[NH:3][C:33]1[CH:37]=[CH:38][C:30]([N:25]2[CH:29]=[CH:28][N:27]=[CH:26]2)=[C:31]([O:39][CH3:40])[CH:32]=1)([CH3:52])([CH3:51])[CH3:47], predict the reactants needed to synthesize it. The reactants are: C([N:3](CC)CC)C.C1(P(N=[N+]=[N-])(C2C=CC=CC=2)=O)C=CC=CC=1.[N:25]1([C:30]2[CH:38]=[CH:37][C:33](C(O)=O)=[CH:32][C:31]=2[O:39][CH3:40])[CH:29]=[CH:28][N:27]=[CH:26]1.[C:41](=[O:44])(O)[O-:42].[Na+].[C:46]1([CH3:52])[CH:51]=CC=C[CH:47]=1. (8) The reactants are: [Cl:1][C:2]1[CH:3]=[CH:4][C:5]2[CH:9]=[C:8]([C:10]([OH:12])=O)[S:7][C:6]=2[CH:13]=1.C(OC([N:21]1[C:29]2[CH:28]=[CH:27][N:26]=[CH:25][C:24]=2[CH:23]=[C:22]1[CH2:30][N:31]1[CH2:36][CH2:35][NH:34][CH2:33][C:32]1=[O:37])=O)(C)(C)C. Given the product [Cl:1][C:2]1[CH:3]=[CH:4][C:5]2[CH:9]=[C:8]([C:10]([N:34]3[CH2:35][CH2:36][N:31]([CH2:30][C:22]4[NH:21][C:29]5[CH:28]=[CH:27][N:26]=[CH:25][C:24]=5[CH:23]=4)[C:32](=[O:37])[CH2:33]3)=[O:12])[S:7][C:6]=2[CH:13]=1, predict the reactants needed to synthesize it. (9) Given the product [C:1]1([CH:14]2[C:15](=[O:32])[CH2:16][CH2:17][O:18][CH2:13]2)[CH:6]=[CH:5][CH:4]=[CH:3][CH:2]=1, predict the reactants needed to synthesize it. The reactants are: [C:1]1(B(O)O)[CH:6]=[CH:5][CH:4]=[CH:3][CH:2]=1.Cl.N[C@@H]1[CH2:17][CH2:16][CH2:15][CH2:14][C@H:13]1[OH:18].C[Si]([N-][Si](C)(C)C)(C)C.[Na+].C1C[O:32]CC1. (10) Given the product [CH3:38][N:35]1[CH2:36][CH2:37][N:32]([S:29]([C:25]2[CH:24]=[C:23]3[C:28](=[CH:27][CH:26]=2)[NH:20][C:21]([C:2]2[C:3](=[O:12])[NH:4][C:5]4[C:10]([CH:11]=2)=[CH:9][CH:8]=[CH:7][CH:6]=4)=[CH:22]3)(=[O:31])=[O:30])[CH2:33][CH2:34]1, predict the reactants needed to synthesize it. The reactants are: I[C:2]1[C:3](=[O:12])[NH:4][C:5]2[C:10]([CH:11]=1)=[CH:9][CH:8]=[CH:7][CH:6]=2.C(OC([N:20]1[C:28]2[C:23](=[CH:24][C:25]([S:29]([N:32]3[CH2:37][CH2:36][N:35]([CH3:38])[CH2:34][CH2:33]3)(=[O:31])=[O:30])=[CH:26][CH:27]=2)[CH:22]=[C:21]1B(O)O)=O)(C)(C)C.[Cl-].[Li+].C(=O)([O-])[O-].[Na+].[Na+].